From a dataset of Full USPTO retrosynthesis dataset with 1.9M reactions from patents (1976-2016). Predict the reactants needed to synthesize the given product. (1) The reactants are: [CH2:1]([CH:8]1[CH2:13][CH2:12][N:11]([C:14](=[O:18])[C:15]([OH:17])=O)[CH2:10][CH2:9]1)[C:2]1[CH:7]=[CH:6][CH:5]=[CH:4][CH:3]=1.[NH2:19][C:20]1[S:21][C:22]2[CH:28]=[C:27]([NH2:29])[CH:26]=[CH:25][C:23]=2[N:24]=1. Given the product [NH2:19][C:20]1[S:21][C:22]2[CH:28]=[C:27]([NH:29][C:15](=[O:17])[C:14]([N:11]3[CH2:10][CH2:9][CH:8]([CH2:1][C:2]4[CH:3]=[CH:4][CH:5]=[CH:6][CH:7]=4)[CH2:13][CH2:12]3)=[O:18])[CH:26]=[CH:25][C:23]=2[N:24]=1, predict the reactants needed to synthesize it. (2) Given the product [NH2:8][C:7]1[C:2]([CH3:1])=[N:3][C:4]([O:12][CH2:13][C:14]([O:16][CH2:17][CH3:18])=[O:15])=[N:5][C:6]=1[CH3:11], predict the reactants needed to synthesize it. The reactants are: [CH3:1][C:2]1[C:7]([N+:8]([O-])=O)=[C:6]([CH3:11])[N:5]=[C:4]([O:12][CH2:13][C:14]([O:16][CH2:17][CH3:18])=[O:15])[N:3]=1.[H][H]. (3) Given the product [N+:26]([C:24]1[S:23][C:22]([C:29]([O:31][CH3:32])=[O:30])=[C:21]([O:20][C@@H:41]([C:36]2[CH:37]=[CH:38][CH:39]=[CH:40][C:35]=2[C:34]([F:33])([F:44])[F:45])[CH3:42])[CH:25]=1)([O-:28])=[O:27], predict the reactants needed to synthesize it. The reactants are: C1(P(C2C=CC=CC=2)C2C=CC=CC=2)C=CC=CC=1.[OH:20][C:21]1[CH:25]=[C:24]([N+:26]([O-:28])=[O:27])[S:23][C:22]=1[C:29]([O:31][CH3:32])=[O:30].[F:33][C:34]([F:45])([F:44])[C:35]1[CH:40]=[CH:39][CH:38]=[CH:37][C:36]=1[C@@H:41](O)[CH3:42].N(C(OC(C)(C)C)=O)=NC(OC(C)(C)C)=O. (4) The reactants are: [Br:1][C:2]1[CH:7]=[CH:6][C:5]([OH:8])=[CH:4][CH:3]=1.[CH2:9]1[O:11][C@H:10]1[CH2:12]Cl. Given the product [Br:1][C:2]1[CH:7]=[CH:6][C:5]([O:8][CH2:12][C@@H:10]2[CH2:9][O:11]2)=[CH:4][CH:3]=1, predict the reactants needed to synthesize it. (5) Given the product [CH3:13][O:12][C:3]1[CH:4]=[C:5]([CH2:8][C:9]([OH:11])=[O:10])[CH:6]=[CH:7][C:2]=1[N:1]1[CH:14]=[N:26][N:25]=[N:24]1, predict the reactants needed to synthesize it. The reactants are: [NH2:1][C:2]1[CH:7]=[CH:6][C:5]([CH2:8][C:9]([OH:11])=[O:10])=[CH:4][C:3]=1[O:12][CH3:13].[CH:14](OCC)(OCC)OCC.[N-:24]=[N+:25]=[N-:26].[Na+].